This data is from Full USPTO retrosynthesis dataset with 1.9M reactions from patents (1976-2016). The task is: Predict the reactants needed to synthesize the given product. (1) Given the product [N:14]1[CH:15]=[CH:16][CH:17]=[CH:18][C:13]=1[C:5]1[NH:4][CH:3]=[C:7]([C:8]([O:10][CH2:11][CH3:12])=[O:9])[CH:6]=1, predict the reactants needed to synthesize it. The reactants are: Cl.Cl[C:3]1[NH:4][C:5]([C:13]2[CH:18]=[CH:17][CH:16]=[CH:15][N:14]=2)=[CH:6][C:7]=1[C:8]([O:10][CH2:11][CH3:12])=[O:9]. (2) Given the product [CH3:1][S:2][C:3]1[S:4][C:5]([S:8][CH2:17][P:18]([O:23][CH2:24][CH3:25])([O:20][CH2:21][CH3:22])=[O:19])=[N:6][N:7]=1, predict the reactants needed to synthesize it. The reactants are: [CH3:1][S:2][C:3]1[S:4][C:5]([SH:8])=[N:6][N:7]=1.[H-].[Na+].FC(F)(F)S(O[CH2:17][P:18]([O:23][CH2:24][CH3:25])([O:20][CH2:21][CH3:22])=[O:19])(=O)=O. (3) Given the product [C:27]([C:26]1[CH:29]=[CH:30][C:23]([C:20]2[CH:21]=[CH:22][N:18]([CH2:17][C@@H:16]([NH:15][C:12]([C:9]3[NH:10][N:11]=[C:7]([C:4]4[CH:3]=[CH:2][N:1]=[CH:6][CH:5]=4)[CH:8]=3)=[O:14])[CH3:32])[N:19]=2)=[CH:24][C:25]=1[CH3:31])#[N:28], predict the reactants needed to synthesize it. The reactants are: [N:1]1[CH:6]=[CH:5][C:4]([C:7]2[CH2:8][C:9]([C:12]([OH:14])=O)=[N:10][N:11]=2)=[CH:3][CH:2]=1.[NH2:15][C@@H:16]([CH3:32])[CH2:17][N:18]1[CH:22]=[CH:21][C:20]([C:23]2[CH:30]=[CH:29][C:26]([C:27]#[N:28])=[C:25]([CH3:31])[CH:24]=2)=[N:19]1. (4) Given the product [CH3:44][O:43][C:41](=[O:42])[CH2:40][O:32][C:4]1[CH:3]=[C:2]([F:1])[CH:7]=[CH:6][C:5]=1[C:8]1[CH:13]=[CH:12][N:11]=[CH:10][C:9]=1[N:14]([C:15](=[O:30])[C:16]1[CH:17]=[C:18]([C:26]([F:27])([F:28])[F:29])[CH:19]=[C:20]([C:22]([F:25])([F:24])[F:23])[CH:21]=1)[CH3:31], predict the reactants needed to synthesize it. The reactants are: [F:1][C:2]1[CH:7]=[CH:6][C:5]([C:8]2[CH:13]=[CH:12][N:11]=[CH:10][C:9]=2[N:14]([CH3:31])[C:15](=[O:30])[C:16]2[CH:21]=[C:20]([C:22]([F:25])([F:24])[F:23])[CH:19]=[C:18]([C:26]([F:29])([F:28])[F:27])[CH:17]=2)=[C:4]([OH:32])[CH:3]=1.C([O-])([O-])=O.[K+].[K+].Cl[CH2:40][C:41]([O:43][CH3:44])=[O:42]. (5) Given the product [Cl:1][C:2]1[CH:7]=[C:6]([I:17])[C:5]([Cl:8])=[CH:4][N:3]=1, predict the reactants needed to synthesize it. The reactants are: [Cl:1][C:2]1[CH:7]=[CH:6][C:5]([Cl:8])=[CH:4][N:3]=1.C([N-]C(C)C)(C)C.[Li+].[I:17]I.S([O-])([O-])(=O)=S.[Na+].[Na+]. (6) The reactants are: [CH2:1]([O:3][C:4]([CH:6]1[CH2:11][CH2:10][CH2:9][CH2:8][C:7]1=[O:12])=[O:5])[CH3:2].CCN(C(C)C)C(C)C.FC(F)(F)S(OS(C(F)(F)F)(=O)=O)(=O)=O. Given the product [CH2:1]([O:3][C:4]([C:6]1[CH2:11][CH2:10][CH2:9][CH2:8][C:7]=1[OH:12])=[O:5])[CH3:2], predict the reactants needed to synthesize it. (7) Given the product [O:30]1[CH:31]=[CH:32][N:33]=[C:29]1[C:2]1[CH:3]=[C:4]([C:20]([O:22][CH3:23])=[O:21])[C:5]2[CH2:6][CH2:7][N:8]([CH:13]([CH2:17][CH2:18][CH3:19])[CH2:14][CH2:15][CH3:16])[C:9](=[O:12])[C:10]=2[CH:11]=1, predict the reactants needed to synthesize it. The reactants are: Br[C:2]1[CH:3]=[C:4]([C:20]([O:22][CH3:23])=[O:21])[C:5]2[CH2:6][CH2:7][N:8]([CH:13]([CH2:17][CH2:18][CH3:19])[CH2:14][CH2:15][CH3:16])[C:9](=[O:12])[C:10]=2[CH:11]=1.C([Sn](CCCC)(CCCC)[C:29]1[O:30][CH:31]=[CH:32][N:33]=1)CCC. (8) The reactants are: O[C:2]1([C:18]2[C:27]([OH:28])=[CH:26][C:21]3[O:22][CH2:23][O:24][CH2:25][C:20]=3[CH:19]=2)[C:10]2[C:5](=[CH:6][CH:7]=[CH:8][CH:9]=2)[N:4]([CH2:11][C@H:12]2[CH2:16][CH2:15][CH2:14][O:13]2)[C:3]1=[O:17].OC1(C2C(O)=CC3ON=C(C)C=3C=2)C2C(=CC=CC=2)N(CC2C=CC(OC)=CC=2)C1=O. Given the product [OH:28][C:27]1[C:18]([CH:2]2[C:10]3[C:5](=[CH:6][CH:7]=[CH:8][CH:9]=3)[N:4]([CH2:11][C@H:12]3[CH2:16][CH2:15][CH2:14][O:13]3)[C:3]2=[O:17])=[CH:19][C:20]2[CH2:25][O:24][CH2:23][O:22][C:21]=2[CH:26]=1, predict the reactants needed to synthesize it. (9) Given the product [C:1]([C:5]1[N:9]([C:10]2[CH:11]=[CH:12][CH:13]=[CH:14][CH:15]=2)[N:8]=[C:7]([C:16]([NH:19][C:20]2[CH:25]=[CH:24][C:23]([CH2:26][CH2:27][C:28]([O:30][CH2:31][CH3:32])=[O:29])=[CH:22][C:21]=2[Cl:33])=[O:18])[N:6]=1)([CH3:2])([CH3:3])[CH3:4], predict the reactants needed to synthesize it. The reactants are: [C:1]([C:5]1[N:9]([C:10]2[CH:15]=[CH:14][CH:13]=[CH:12][CH:11]=2)[N:8]=[C:7]([C:16]([OH:18])=O)[N:6]=1)([CH3:4])([CH3:3])[CH3:2].[NH2:19][C:20]1[CH:25]=[CH:24][C:23]([CH2:26][CH2:27][C:28]([O:30][CH2:31][CH3:32])=[O:29])=[CH:22][C:21]=1[Cl:33].